This data is from Full USPTO retrosynthesis dataset with 1.9M reactions from patents (1976-2016). The task is: Predict the reactants needed to synthesize the given product. (1) Given the product [CH3:18][NH:17][C:15](=[S:16])[N:14]([CH:11]1[CH2:12][CH2:13][NH:8][CH2:9][CH2:10]1)[C:19]1[CH:24]=[CH:23][CH:22]=[CH:21][CH:20]=1, predict the reactants needed to synthesize it. The reactants are: C(OC([N:8]1[CH2:13][CH2:12][CH:11]([N:14]([C:19]2[CH:24]=[CH:23][CH:22]=[CH:21][CH:20]=2)[C:15]([NH:17][CH3:18])=[S:16])[CH2:10][CH2:9]1)=O)(C)(C)C.FC(F)(F)C(O)=O. (2) Given the product [CH3:1][C:2]([N:5]1[CH:9]=[C:8]([CH2:10][CH3:11])[C:7]([C:12]([OH:14])=[O:13])=[N:6]1)([CH3:3])[CH3:4], predict the reactants needed to synthesize it. The reactants are: [CH3:1][C:2]([N:5]1[CH:9]=[C:8]([CH2:10][CH3:11])[C:7]([C:12]([O:14]CC)=[O:13])=[N:6]1)([CH3:4])[CH3:3].[OH-].[Na+]. (3) Given the product [CH2:1]([S:3]([C:6]1[CH:11]=[CH:10][C:9]([CH:12]([CH2:16][CH:17]2[CH2:22][CH2:21][O:20][CH2:19][CH2:18]2)[C:13](=[O:14])[CH:31]=[CH2:32])=[CH:8][CH:7]=1)(=[O:5])=[O:4])[CH3:2], predict the reactants needed to synthesize it. The reactants are: [CH2:1]([S:3]([C:6]1[CH:11]=[CH:10][C:9]([CH:12]([CH2:16][CH:17]2[CH2:22][CH2:21][O:20][CH2:19][CH2:18]2)[C:13](O)=[O:14])=[CH:8][CH:7]=1)(=[O:5])=[O:4])[CH3:2].Cl.CONC.Cl.CN(C)[CH2:31][CH2:32]CN=C=NCC.ON1C2C=CC=CC=2N=N1. (4) Given the product [C:2]([NH:5][S:18]([C:12]1[CH:17]=[CH:16][CH:15]=[CH:14][CH:13]=1)(=[O:20])=[O:19])([CH3:4])([CH3:3])[CH3:1], predict the reactants needed to synthesize it. The reactants are: [CH3:1][C:2]([NH2:5])([CH3:4])[CH3:3].C([O-])([O-])=O.[K+].[K+].[C:12]1([S:18](Cl)(=[O:20])=[O:19])[CH:17]=[CH:16][CH:15]=[CH:14][CH:13]=1. (5) Given the product [CH3:24][C:23]1[CH:22]=[CH:21][N:20]=[C:19]2[N:15]([C:12]3[CH:13]=[CH:14][C:9]([OH:8])=[CH:10][CH:11]=3)[C:16]3[N:17]([CH:25]=[CH:26][N:27]=3)[C:18]=12, predict the reactants needed to synthesize it. The reactants are: C([O:8][C:9]1[CH:14]=[CH:13][C:12]([N:15]2[C:19]3=[N:20][CH:21]=[CH:22][C:23]([CH3:24])=[C:18]3[N:17]3[CH:25]=[CH:26][N:27]=[C:16]23)=[CH:11][CH:10]=1)C1C=CC=CC=1.C1COCC1.